This data is from NCI-60 drug combinations with 297,098 pairs across 59 cell lines. The task is: Regression. Given two drug SMILES strings and cell line genomic features, predict the synergy score measuring deviation from expected non-interaction effect. (1) Drug 1: CC1=C2C(C(=O)C3(C(CC4C(C3C(C(C2(C)C)(CC1OC(=O)C(C(C5=CC=CC=C5)NC(=O)C6=CC=CC=C6)O)O)OC(=O)C7=CC=CC=C7)(CO4)OC(=O)C)O)C)OC(=O)C. Drug 2: C1=NNC2=C1C(=O)NC=N2. Cell line: A498. Synergy scores: CSS=8.69, Synergy_ZIP=-6.81, Synergy_Bliss=-5.56, Synergy_Loewe=-28.7, Synergy_HSA=-5.78. (2) Drug 1: CC1=C2C(C(=O)C3(C(CC4C(C3C(C(C2(C)C)(CC1OC(=O)C(C(C5=CC=CC=C5)NC(=O)OC(C)(C)C)O)O)OC(=O)C6=CC=CC=C6)(CO4)OC(=O)C)OC)C)OC. Drug 2: CC1C(C(CC(O1)OC2CC(CC3=C2C(=C4C(=C3O)C(=O)C5=C(C4=O)C(=CC=C5)OC)O)(C(=O)CO)O)N)O.Cl. Cell line: K-562. Synergy scores: CSS=41.5, Synergy_ZIP=-11.3, Synergy_Bliss=-13.0, Synergy_Loewe=-4.66, Synergy_HSA=-3.52. (3) Drug 1: COC1=C(C=C2C(=C1)N=CN=C2NC3=CC(=C(C=C3)F)Cl)OCCCN4CCOCC4. Drug 2: CN(CC1=CN=C2C(=N1)C(=NC(=N2)N)N)C3=CC=C(C=C3)C(=O)NC(CCC(=O)O)C(=O)O. Cell line: SF-295. Synergy scores: CSS=30.2, Synergy_ZIP=-1.53, Synergy_Bliss=-1.94, Synergy_Loewe=-0.706, Synergy_HSA=0.0472.